Dataset: Forward reaction prediction with 1.9M reactions from USPTO patents (1976-2016). Task: Predict the product of the given reaction. Given the reactants [C:1]1([CH3:9])[CH:6]=[CH:5][C:4]([C:7]#[N:8])=[CH:3][CH:2]=1.C(Cl)(Cl)[Cl:11].C[OH:15], predict the reaction product. The product is: [ClH:11].[CH3:9][C:1]1[CH:6]=[CH:5][C:4]([C:7](=[NH:8])[OH:15])=[CH:3][CH:2]=1.